Dataset: NCI-60 drug combinations with 297,098 pairs across 59 cell lines. Task: Regression. Given two drug SMILES strings and cell line genomic features, predict the synergy score measuring deviation from expected non-interaction effect. (1) Drug 2: CN1C2=C(C=C(C=C2)N(CCCl)CCCl)N=C1CCCC(=O)O.Cl. Drug 1: CC12CCC(CC1=CCC3C2CCC4(C3CC=C4C5=CN=CC=C5)C)O. Synergy scores: CSS=-0.590, Synergy_ZIP=7.25, Synergy_Bliss=1.32, Synergy_Loewe=-4.49, Synergy_HSA=-2.86. Cell line: SK-MEL-5. (2) Drug 1: CC=C1C(=O)NC(C(=O)OC2CC(=O)NC(C(=O)NC(CSSCCC=C2)C(=O)N1)C(C)C)C(C)C. Drug 2: C1=CN(C=N1)CC(O)(P(=O)(O)O)P(=O)(O)O. Cell line: HS 578T. Synergy scores: CSS=28.1, Synergy_ZIP=0.750, Synergy_Bliss=3.26, Synergy_Loewe=-48.0, Synergy_HSA=1.51. (3) Drug 1: C1CNP(=O)(OC1)N(CCCl)CCCl. Drug 2: COCCOC1=C(C=C2C(=C1)C(=NC=N2)NC3=CC=CC(=C3)C#C)OCCOC. Cell line: NCI-H460. Synergy scores: CSS=19.3, Synergy_ZIP=-4.75, Synergy_Bliss=-3.66, Synergy_Loewe=-17.4, Synergy_HSA=-2.12. (4) Drug 1: C1=C(C(=O)NC(=O)N1)N(CCCl)CCCl. Drug 2: CN(C)C1=NC(=NC(=N1)N(C)C)N(C)C. Cell line: NCI-H460. Synergy scores: CSS=22.5, Synergy_ZIP=-0.148, Synergy_Bliss=1.88, Synergy_Loewe=-22.2, Synergy_HSA=0.0778. (5) Drug 1: C1=C(C(=O)NC(=O)N1)F. Drug 2: CS(=O)(=O)CCNCC1=CC=C(O1)C2=CC3=C(C=C2)N=CN=C3NC4=CC(=C(C=C4)OCC5=CC(=CC=C5)F)Cl. Cell line: SK-MEL-28. Synergy scores: CSS=30.2, Synergy_ZIP=5.12, Synergy_Bliss=5.27, Synergy_Loewe=2.23, Synergy_HSA=3.28. (6) Drug 1: CC1OCC2C(O1)C(C(C(O2)OC3C4COC(=O)C4C(C5=CC6=C(C=C35)OCO6)C7=CC(=C(C(=C7)OC)O)OC)O)O. Drug 2: CCC1(CC2CC(C3=C(CCN(C2)C1)C4=CC=CC=C4N3)(C5=C(C=C6C(=C5)C78CCN9C7C(C=CC9)(C(C(C8N6C=O)(C(=O)OC)O)OC(=O)C)CC)OC)C(=O)OC)O.OS(=O)(=O)O. Cell line: SF-295. Synergy scores: CSS=25.0, Synergy_ZIP=0.645, Synergy_Bliss=1.59, Synergy_Loewe=4.78, Synergy_HSA=4.46. (7) Cell line: RPMI-8226. Synergy scores: CSS=45.9, Synergy_ZIP=0.766, Synergy_Bliss=0.663, Synergy_Loewe=5.44, Synergy_HSA=6.22. Drug 2: C1C(C(OC1N2C=NC(=NC2=O)N)CO)O. Drug 1: CS(=O)(=O)OCCCCOS(=O)(=O)C.